Dataset: Forward reaction prediction with 1.9M reactions from USPTO patents (1976-2016). Task: Predict the product of the given reaction. Given the reactants [CH:1]1([C:4]([N:6]2[CH2:10][CH2:9][C@@H:8]([CH2:11][N:12]3[C:16]4[CH:17]=[CH:18][C:19]([C:21]([F:24])([F:23])[F:22])=[CH:20][C:15]=4[N:14]=[C:13]3[C:25]3[CH:30]=[CH:29][C:28](B4OC(C)(C)C(C)(C)O4)=[CH:27][CH:26]=3)[CH2:7]2)=[O:5])[CH2:3][CH2:2]1.Br[C:41]1[CH:42]=[C:43]2[C:48](=[CH:49][CH:50]=1)[C:47](=[O:51])[NH:46][CH:45]=[CH:44]2.C(=O)([O-])[O-].[K+].[K+], predict the reaction product. The product is: [CH:1]1([C:4]([N:6]2[CH2:10][CH2:9][C@@H:8]([CH2:11][N:12]3[C:16]4[CH:17]=[CH:18][C:19]([C:21]([F:24])([F:23])[F:22])=[CH:20][C:15]=4[N:14]=[C:13]3[C:25]3[CH:30]=[CH:29][C:28]([C:41]4[CH:42]=[C:43]5[C:48](=[CH:49][CH:50]=4)[C:47](=[O:51])[NH:46][CH:45]=[CH:44]5)=[CH:27][CH:26]=3)[CH2:7]2)=[O:5])[CH2:3][CH2:2]1.